Dataset: Full USPTO retrosynthesis dataset with 1.9M reactions from patents (1976-2016). Task: Predict the reactants needed to synthesize the given product. Given the product [OH:1][C:2]1[CH:3]=[C:4]([CH2:12][OH:13])[CH:5]=[C:6]([CH2:7][OH:8])[CH:11]=1, predict the reactants needed to synthesize it. The reactants are: [OH:1][C:2]1[CH:3]=[C:4]([C:12](OC)=[O:13])[CH:5]=[C:6]([CH:11]=1)[C:7](OC)=[O:8].[H-].[Al+3].[Li+].[H-].[H-].[H-].[Cl-].[NH4+].